Dataset: Full USPTO retrosynthesis dataset with 1.9M reactions from patents (1976-2016). Task: Predict the reactants needed to synthesize the given product. (1) The reactants are: S(Cl)(Cl)=O.[CH3:5][C:6]([N:11]1[C:16](=[O:17])[N:15]([C:18]2[CH:23]=[CH:22][CH:21]=[CH:20][CH:19]=2)[CH2:14][O:13][CH2:12]1)([CH3:10])[C:7]([OH:9])=O.[CH2:24]([NH:27][C:28]1[CH:33]=[C:32]([C:34]([F:37])([F:36])[F:35])[CH:31]=[CH:30][N:29]=1)[CH2:25][CH3:26]. Given the product [CH3:10][C:6]([N:11]1[C:16](=[O:17])[N:15]([C:18]2[CH:23]=[CH:22][CH:21]=[CH:20][CH:19]=2)[CH2:14][O:13][CH2:12]1)([CH3:5])[C:7]([N:27]([CH2:24][CH2:25][CH3:26])[C:28]1[CH:33]=[C:32]([C:34]([F:36])([F:35])[F:37])[CH:31]=[CH:30][N:29]=1)=[O:9], predict the reactants needed to synthesize it. (2) Given the product [OH:7][C@@H:8]1[C@@H:2]([Br:1])[CH2:3][CH2:4][C@H:5]([C:6]([N:12]([CH3:13])[CH3:11])=[O:10])[CH2:9]1, predict the reactants needed to synthesize it. The reactants are: [Br:1][C@@H:2]1[C@@H:8]2[CH2:9][C@@H:5]([C:6](=[O:10])[O:7]2)[CH2:4][CH2:3]1.[CH3:11][NH:12][CH3:13].C(O)(=O)CC(CC(O)=O)(C(O)=O)O. (3) Given the product [F:16][C:17]1[CH:22]=[C:21]([F:23])[CH:20]=[CH:19][C:18]=1[C@@H:24]1[CH2:26][C@H:25]1[C:27]([N:10]1[CH2:9][C@H:8]([CH2:11][CH:12]([CH3:14])[CH3:13])[NH:7][C:6](=[O:15])[C@@H:5]1[CH2:1][CH:2]([CH3:4])[CH3:3])=[O:28], predict the reactants needed to synthesize it. The reactants are: [CH2:1]([C@@H:5]1[NH:10][CH2:9][C@H:8]([CH2:11][CH:12]([CH3:14])[CH3:13])[NH:7][C:6]1=[O:15])[CH:2]([CH3:4])[CH3:3].[F:16][C:17]1[CH:22]=[C:21]([F:23])[CH:20]=[CH:19][C:18]=1[C@@H:24]1[CH2:26][C@H:25]1[C:27](O)=[O:28].C([C@@H]1N(C(=O)/C=C/C2C=CC=CC=2)C[C@H](CC(C)C)NC1=O)C(C)C. (4) The reactants are: [CH:1]1([C:4]2[N:5]=[C:6]3[C:12]([C:13](O)=[O:14])=[CH:11][N:10]([CH2:16][O:17][CH2:18][CH2:19][Si:20]([CH3:23])([CH3:22])[CH3:21])[C:7]3=[N:8][CH:9]=2)[CH2:3][CH2:2]1.[CH3:24][O:25][C:26]([C:28]1([NH2:40])[CH2:32][CH2:31][N:30]([C:33]([O:35][C:36]([CH3:39])([CH3:38])[CH3:37])=[O:34])[CH2:29]1)=[O:27].C(Cl)CCl.C1C=CC2N(O)N=NC=2C=1.CCN(C(C)C)C(C)C. Given the product [CH3:24][O:25][C:26]([C:28]1([NH:40][C:13]([C:12]2[C:6]3[C:7](=[N:8][CH:9]=[C:4]([CH:1]4[CH2:2][CH2:3]4)[N:5]=3)[N:10]([CH2:16][O:17][CH2:18][CH2:19][Si:20]([CH3:23])([CH3:22])[CH3:21])[CH:11]=2)=[O:14])[CH2:32][CH2:31][N:30]([C:33]([O:35][C:36]([CH3:37])([CH3:39])[CH3:38])=[O:34])[CH2:29]1)=[O:27], predict the reactants needed to synthesize it. (5) The reactants are: [CH2:1]=[CH:2][C:3]1[CH:8]=[CH:7][CH:6]=[CH:5][CH:4]=1.C1CCCCC1.[CH2:15]=[CH:16][C:17](=[CH2:19])[CH3:18]. Given the product [CH2:1]=[CH:2][C:3]1[CH:8]=[CH:7][CH:6]=[CH:5][CH:4]=1.[CH2:15]=[CH:16][C:17](=[CH2:18])[CH3:19].[CH2:1]=[CH:2][C:3]1[CH:8]=[CH:7][CH:6]=[CH:5][CH:4]=1, predict the reactants needed to synthesize it. (6) Given the product [Cl:29][C:30]1[C:49]([C:19]2[N:15]([CH:10]3[CH2:11][CH2:12][CH2:13][CH2:14][O:9]3)[N:16]=[CH:17][CH:18]=2)=[CH:48][C:33]([C:34]([NH:36][C:37]2[CH:38]=[CH:39][C:40]([O:43][C:44]([F:45])([F:46])[F:47])=[CH:41][CH:42]=2)=[O:35])=[CH:32][N:31]=1, predict the reactants needed to synthesize it. The reactants are: [O-]P([O-])([O-])=O.[K+].[K+].[K+].[O:9]1[CH2:14][CH2:13][CH2:12][CH2:11][CH:10]1[N:15]1[C:19](B2OC(C)(C)C(C)(C)O2)=[CH:18][CH:17]=[N:16]1.[Cl:29][C:30]1[C:49](I)=[CH:48][C:33]([C:34]([NH:36][C:37]2[CH:42]=[CH:41][C:40]([O:43][C:44]([F:47])([F:46])[F:45])=[CH:39][CH:38]=2)=[O:35])=[CH:32][N:31]=1.